Dataset: TCR-epitope binding with 47,182 pairs between 192 epitopes and 23,139 TCRs. Task: Binary Classification. Given a T-cell receptor sequence (or CDR3 region) and an epitope sequence, predict whether binding occurs between them. (1) The epitope is ITEEVGHTDLMAAY. The TCR CDR3 sequence is CASSLVLEGFSDEQYF. Result: 1 (the TCR binds to the epitope). (2) The epitope is FLNRFTTTL. The TCR CDR3 sequence is CASSESEGVSEAFF. Result: 1 (the TCR binds to the epitope). (3) The epitope is HLVDFQVTI. The TCR CDR3 sequence is CASRTSGSPDTQYF. Result: 0 (the TCR does not bind to the epitope). (4) The epitope is PKYVKQNTLKLAT. The TCR CDR3 sequence is CATSDPGQGAGDTQYF. Result: 1 (the TCR binds to the epitope). (5) The epitope is FIAGLIAIV. The TCR CDR3 sequence is CSGWDRGHNEQYF. Result: 0 (the TCR does not bind to the epitope). (6) The epitope is RLQSLQTYV. The TCR CDR3 sequence is CASTDTGDYGYTF. Result: 0 (the TCR does not bind to the epitope). (7) The epitope is IVTDFSVIK. The TCR CDR3 sequence is CASSQDHRMGGHEKLFF. Result: 1 (the TCR binds to the epitope).